This data is from NCI-60 drug combinations with 297,098 pairs across 59 cell lines. The task is: Regression. Given two drug SMILES strings and cell line genomic features, predict the synergy score measuring deviation from expected non-interaction effect. (1) Drug 1: C1=CN(C(=O)N=C1N)C2C(C(C(O2)CO)O)O.Cl. Drug 2: CC1=C(C(=CC=C1)Cl)NC(=O)C2=CN=C(S2)NC3=CC(=NC(=N3)C)N4CCN(CC4)CCO. Cell line: NCI-H460. Synergy scores: CSS=29.3, Synergy_ZIP=3.57, Synergy_Bliss=-1.41, Synergy_Loewe=-10.7, Synergy_HSA=-1.60. (2) Drug 1: COC1=NC(=NC2=C1N=CN2C3C(C(C(O3)CO)O)O)N. Drug 2: C(CC(=O)O)C(=O)CN.Cl. Cell line: RXF 393. Synergy scores: CSS=6.17, Synergy_ZIP=-1.92, Synergy_Bliss=-2.99, Synergy_Loewe=-2.22, Synergy_HSA=-3.07. (3) Drug 1: CC12CCC(CC1=CCC3C2CCC4(C3CC=C4C5=CN=CC=C5)C)O. Drug 2: COC1=C2C(=CC3=C1OC=C3)C=CC(=O)O2. Cell line: HS 578T. Synergy scores: CSS=-1.55, Synergy_ZIP=0.913, Synergy_Bliss=0.155, Synergy_Loewe=-5.37, Synergy_HSA=-3.57. (4) Drug 1: C1=C(C(=O)NC(=O)N1)N(CCCl)CCCl. Drug 2: CC1=C(C(=O)C2=C(C1=O)N3CC4C(C3(C2COC(=O)N)OC)N4)N. Cell line: TK-10. Synergy scores: CSS=18.0, Synergy_ZIP=-3.43, Synergy_Bliss=3.95, Synergy_Loewe=1.60, Synergy_HSA=5.20. (5) Drug 1: CC12CCC3C(C1CCC2O)C(CC4=C3C=CC(=C4)O)CCCCCCCCCS(=O)CCCC(C(F)(F)F)(F)F. Drug 2: COC1=NC(=NC2=C1N=CN2C3C(C(C(O3)CO)O)O)N. Cell line: TK-10. Synergy scores: CSS=3.83, Synergy_ZIP=0.828, Synergy_Bliss=4.89, Synergy_Loewe=1.66, Synergy_HSA=0.352. (6) Drug 1: C1=CC=C(C=C1)NC(=O)CCCCCCC(=O)NO. Drug 2: CC(C)(C#N)C1=CC(=CC(=C1)CN2C=NC=N2)C(C)(C)C#N. Cell line: LOX IMVI. Synergy scores: CSS=1.74, Synergy_ZIP=-8.05, Synergy_Bliss=-30.2, Synergy_Loewe=-11.0, Synergy_HSA=-30.9. (7) Synergy scores: CSS=1.45, Synergy_ZIP=-5.77, Synergy_Bliss=-11.0, Synergy_Loewe=-8.11, Synergy_HSA=-8.37. Cell line: UO-31. Drug 1: COC1=CC(=CC(=C1O)OC)C2C3C(COC3=O)C(C4=CC5=C(C=C24)OCO5)OC6C(C(C7C(O6)COC(O7)C8=CC=CS8)O)O. Drug 2: C1=CN(C=N1)CC(O)(P(=O)(O)O)P(=O)(O)O. (8) Drug 1: CC12CCC3C(C1CCC2O)C(CC4=C3C=CC(=C4)O)CCCCCCCCCS(=O)CCCC(C(F)(F)F)(F)F. Drug 2: C1=NNC2=C1C(=O)NC=N2. Cell line: SK-OV-3. Synergy scores: CSS=0.801, Synergy_ZIP=0.872, Synergy_Bliss=2.71, Synergy_Loewe=-0.479, Synergy_HSA=-0.380.